This data is from Forward reaction prediction with 1.9M reactions from USPTO patents (1976-2016). The task is: Predict the product of the given reaction. (1) The product is: [CH:33]1([NH:39][CH2:40][CH2:41][CH2:42][NH:43][C:19](=[O:20])[C:18]2[CH:22]=[CH:23][C:15]([N:3]3[C:2](=[O:1])[C:6]4[N:7]=[N:8][C:9]5[CH:10]=[CH:11][CH:12]=[CH:13][C:14]=5[C:5]=4[NH:4]3)=[CH:16][CH:17]=2)[CH2:38][CH2:37][CH2:36][CH2:35][CH2:34]1. Given the reactants [O:1]=[C:2]1[C:6]2[N:7]=[N:8][C:9]3[CH:10]=[CH:11][CH:12]=[CH:13][C:14]=3[C:5]=2[NH:4][N:3]1[C:15]1[CH:23]=[CH:22][C:18]([C:19](Cl)=[O:20])=[CH:17][CH:16]=1.C(N(C(C)C)CC)(C)C.[CH:33]1([NH:39][CH2:40][CH2:41][CH2:42][NH2:43])[CH2:38][CH2:37][CH2:36][CH2:35][CH2:34]1.O, predict the reaction product. (2) Given the reactants [NH2:1][C:2]1[N:3]=[N+:4]([O-:13])[C:5]2[CH:11]=[C:10]([OH:12])[CH:9]=[CH:8][C:6]=2[N:7]=1.C([O-])([O-])=O.[K+].[K+].Br[CH2:21][CH2:22][NH:23][C:24](=[O:29])[C:25]([F:28])([F:27])[F:26], predict the reaction product. The product is: [NH2:1][C:2]1[N:3]=[N+:4]([O-:13])[C:5]2[CH:11]=[C:10]([O:12][CH2:21][CH2:22][NH:23][C:24](=[O:29])[C:25]([F:28])([F:27])[F:26])[CH:9]=[CH:8][C:6]=2[N:7]=1. (3) Given the reactants [Br:1][C:2]1[CH:11]=[N:10][CH:9]=[C:8]2[C:3]=1[CH:4]=[C:5]([C:12]([OH:14])=O)[CH:6]=[N:7]2.[F:15][C:16]([F:20])([F:19])[CH2:17][NH2:18].C(N(CC)CC)C, predict the reaction product. The product is: [Br:1][C:2]1[CH:11]=[N:10][CH:9]=[C:8]2[C:3]=1[CH:4]=[C:5]([C:12]([NH:18][CH2:17][C:16]([F:20])([F:19])[F:15])=[O:14])[CH:6]=[N:7]2. (4) Given the reactants [CH2:1]([C:3]1[N:13]([CH2:14][C:15]2[CH:20]=[CH:19][C:18]([NH:21][C@H:22]3[CH2:27][CH2:26][C@H:25]([C:28]([N:30]4[CH2:35][CH2:34][N:33]([CH3:36])[CH2:32][CH2:31]4)=O)[CH2:24][CH2:23]3)=[CH:17][CH:16]=2)[C:6]2=[N:7][C:8]([CH3:12])=[CH:9][C:10]([CH3:11])=[C:5]2[N:4]=1)[CH3:2].[H-].[Al+3].[Li+].[H-].[H-].[H-].[Cl-].[Al+3].[Cl-].[Cl-].[OH-].[Na+], predict the reaction product. The product is: [CH2:1]([C:3]1[N:13]([CH2:14][C:15]2[CH:16]=[CH:17][C:18]([NH:21][C@H:22]3[CH2:23][CH2:24][C@H:25]([CH2:28][N:30]4[CH2:35][CH2:34][N:33]([CH3:36])[CH2:32][CH2:31]4)[CH2:26][CH2:27]3)=[CH:19][CH:20]=2)[C:6]2=[N:7][C:8]([CH3:12])=[CH:9][C:10]([CH3:11])=[C:5]2[N:4]=1)[CH3:2].